This data is from Full USPTO retrosynthesis dataset with 1.9M reactions from patents (1976-2016). The task is: Predict the reactants needed to synthesize the given product. The reactants are: [I:1]I.[CH3:3][N:4]1[C:8]([C:9]([F:12])([F:11])[F:10])=[CH:7][C:6]([CH3:13])=[N:5]1. Given the product [I:1][C:7]1[C:6]([CH3:13])=[N:5][N:4]([CH3:3])[C:8]=1[C:9]([F:10])([F:11])[F:12], predict the reactants needed to synthesize it.